Dataset: Full USPTO retrosynthesis dataset with 1.9M reactions from patents (1976-2016). Task: Predict the reactants needed to synthesize the given product. (1) The reactants are: [H-].[Na+].[C:3]([O:7][C:8](=[O:13])[CH2:9][C:10]([CH3:12])=[O:11])([CH3:6])([CH3:5])[CH3:4].CI.[C:16](OCC)(=O)C. Given the product [CH3:16][CH:9]([C:10](=[O:11])[CH3:12])[C:8]([O:7][C:3]([CH3:6])([CH3:4])[CH3:5])=[O:13], predict the reactants needed to synthesize it. (2) Given the product [CH2:1]([N:8]1[C:16]2[C:11](=[C:12]([C:17]3[CH:18]=[CH:19][C:20]([C:23]([F:26])([F:24])[F:25])=[CH:21][CH:22]=3)[CH:13]=[CH:14][CH:15]=2)[C:10]([C:27](=[O:31])[C:28]([O:35][CH2:33][CH3:34])=[O:29])=[CH:9]1)[C:2]1[CH:3]=[CH:4][CH:5]=[CH:6][CH:7]=1, predict the reactants needed to synthesize it. The reactants are: [CH2:1]([N:8]1[C:16]2[C:11](=[C:12]([C:17]3[CH:22]=[CH:21][C:20]([C:23]([F:26])([F:25])[F:24])=[CH:19][CH:18]=3)[CH:13]=[CH:14][CH:15]=2)[CH:10]=[CH:9]1)[C:2]1[CH:7]=[CH:6][CH:5]=[CH:4][CH:3]=1.[C:27](Cl)(=[O:31])[C:28](Cl)=[O:29].[CH2:33]([OH:35])[CH3:34]. (3) Given the product [CH3:1][O:2][P:3]([C:7](=[N+:23]=[N-:24])[C:8](=[O:10])[CH3:9])(=[O:6])[O:4][CH3:5], predict the reactants needed to synthesize it. The reactants are: [CH3:1][O:2][P:3]([CH2:7][C:8](=[O:10])[CH3:9])(=[O:6])[O:4][CH3:5].[H-].[Na+].CC1C=CC(S([N:23]=[N+:24]=[N-])(=O)=O)=CC=1. (4) Given the product [F:32][C:33]1[CH:38]=[C:37]2[C:36]([CH:39]([CH3:60])[CH:40]([CH3:59])[C:41]([OH:58])([C:54]([F:56])([F:57])[F:55])[CH:42]2[NH:43][C:44]2[CH:45]=[C:46]3[C:50](=[CH:51][CH:52]=2)[C:49](=[O:53])[NH:48][CH2:47]3)=[C:35]([OH:61])[CH:34]=1, predict the reactants needed to synthesize it. The reactants are: FC1C=CC(C(CC)CC(O)(C(F)(F)F)C=NC2C=C3C(=CC=2)C(=O)NC3)=C(OC)C=1.[F:32][C:33]1[CH:38]=[CH:37][C:36]([CH:39]([CH3:60])[CH:40]([CH3:59])[C:41]([OH:58])([C:54]([F:57])([F:56])[F:55])[CH:42]=[N:43][C:44]2[CH:45]=[C:46]3[C:50](=[CH:51][CH:52]=2)[C:49](=[O:53])[NH:48][CH2:47]3)=[C:35]([O:61]C)[CH:34]=1.B(Br)(Br)Br. (5) Given the product [Br:1][C:2]1[CH:3]=[CH:4][C:5]([Cl:11])=[C:6]([CH:10]=1)[C:7]([O:9][CH3:12])=[O:8], predict the reactants needed to synthesize it. The reactants are: [Br:1][C:2]1[CH:3]=[CH:4][C:5]([Cl:11])=[C:6]([CH:10]=1)[C:7]([OH:9])=[O:8].[C:12](Cl)(=O)C(Cl)=O.CO. (6) Given the product [CH3:54][C:51]1[CH:52]=[CH:53][C:48]([CH2:47][O:46][C:44]2[CH:43]=[CH:42][C:41]3[N:55]=[C:66]([C@H:67]4[CH2:68][CH2:69][CH2:70][CH2:71][C@H:72]4[C:64]([OH:74])=[O:65])[N:39]([CH2:38][C:37]4[CH:56]=[CH:57][C:58]([O:59][C:60]([F:62])([F:63])[F:61])=[C:35]([CH3:34])[CH:36]=4)[C:40]=3[CH:45]=2)=[N:49][CH:50]=1, predict the reactants needed to synthesize it. The reactants are: CC1C=C(CN)C=CC=1OC(F)(F)F.FC1C=C(C=CC=1[N+]([O-])=O)OCC1C=CC(C)=CN=1.[CH3:34][C:35]1[CH:36]=[C:37]([CH:56]=[CH:57][C:58]=1[O:59][C:60]([F:63])([F:62])[F:61])[CH2:38][NH:39][C:40]1[C:41]([NH2:55])=[CH:42][CH:43]=[C:44]([O:46][CH2:47][C:48]2[CH:53]=[CH:52][C:51]([CH3:54])=[CH:50][N:49]=2)[CH:45]=1.[C:64]1(=[O:74])[C@@H:72]2[C@@H:67]([CH2:68][CH2:69][CH2:70][CH2:71]2)[C:66](=O)[O:65]1.